Dataset: NCI-60 drug combinations with 297,098 pairs across 59 cell lines. Task: Regression. Given two drug SMILES strings and cell line genomic features, predict the synergy score measuring deviation from expected non-interaction effect. (1) Drug 1: CC1=C(N=C(N=C1N)C(CC(=O)N)NCC(C(=O)N)N)C(=O)NC(C(C2=CN=CN2)OC3C(C(C(C(O3)CO)O)O)OC4C(C(C(C(O4)CO)O)OC(=O)N)O)C(=O)NC(C)C(C(C)C(=O)NC(C(C)O)C(=O)NCCC5=NC(=CS5)C6=NC(=CS6)C(=O)NCCC[S+](C)C)O. Drug 2: C1CCC(C(C1)N)N.C(=O)(C(=O)[O-])[O-].[Pt+4]. Cell line: EKVX. Synergy scores: CSS=16.5, Synergy_ZIP=-5.43, Synergy_Bliss=-2.59, Synergy_Loewe=-2.47, Synergy_HSA=0.484. (2) Drug 1: CC(C)CN1C=NC2=C1C3=CC=CC=C3N=C2N. Drug 2: C(CN)CNCCSP(=O)(O)O. Cell line: M14. Synergy scores: CSS=-5.46, Synergy_ZIP=3.94, Synergy_Bliss=3.90, Synergy_Loewe=-1.55, Synergy_HSA=-3.56.